Task: Predict the reaction yield, written as a fraction of the theoretical maximum amount of product (1.0 means a 100% yield; for example, 0.34 means a 34% yield).. Dataset: Reaction yield outcomes from USPTO patents with 853,638 reactions (1) The reactants are [Br:1][C:2]1[N:3]=[C:4]([C@@H:12]2[CH2:16][CH2:15][CH2:14][N:13]2[C:17]([O:19][CH2:20][C:21]2[CH:26]=[CH:25][CH:24]=[CH:23][CH:22]=2)=[O:18])[N:5]2[CH:10]=[CH:9][N:8]=[C:7](Cl)[C:6]=12.[NH3:27]. The catalyst is CC(O)C. The product is [NH2:27][C:7]1[C:6]2[N:5]([C:4]([C@@H:12]3[CH2:16][CH2:15][CH2:14][N:13]3[C:17]([O:19][CH2:20][C:21]3[CH:26]=[CH:25][CH:24]=[CH:23][CH:22]=3)=[O:18])=[N:3][C:2]=2[Br:1])[CH:10]=[CH:9][N:8]=1. The yield is 0.860. (2) The reactants are [NH2:1][C:2]1[C:11]2[C:6](=[C:7](Br)[CH:8]=[CH:9][CH:10]=2)[N:5]=[N:4][C:3]=1[C:13]([NH:15][CH2:16][CH2:17][CH3:18])=[O:14].[CH3:19][O:20][C:21]1[CH:22]=[N:23][CH:24]=[C:25](B2OC(C)(C)C(C)(C)O2)[CH:26]=1. No catalyst specified. The product is [NH2:1][C:2]1[C:11]2[C:6](=[C:7]([C:25]3[CH:24]=[N:23][CH:22]=[C:21]([O:20][CH3:19])[CH:26]=3)[CH:8]=[CH:9][CH:10]=2)[N:5]=[N:4][C:3]=1[C:13]([NH:15][CH2:16][CH2:17][CH3:18])=[O:14]. The yield is 0.770.